Dataset: Forward reaction prediction with 1.9M reactions from USPTO patents (1976-2016). Task: Predict the product of the given reaction. (1) Given the reactants [NH2:1][C:2]1[N:7]=[C:6]([NH:8][C:9]2[CH:24]=[CH:23][C:12]([C:13]([NH:15][C:16]3[CH:21]=[CH:20][C:19]([NH2:22])=[CH:18][CH:17]=3)=[O:14])=[CH:11][CH:10]=2)[CH:5]=[C:4]([CH3:25])[N:3]=1.[Cl:26][C:27]1[C:36]2[C:31](=[CH:32][C:33]([N+:37]([O-:39])=[O:38])=[CH:34][CH:35]=2)[N:30]=[CH:29][CH:28]=1.[ClH:40].CO.CCOC(C)=O, predict the reaction product. The product is: [ClH:26].[ClH:40].[NH2:1][C:2]1[N:7]=[C:6]([NH:8][C:9]2[CH:24]=[CH:23][C:12]([C:13]([NH:15][C:16]3[CH:21]=[CH:20][C:19]([NH:22][C:27]4[C:36]5[C:31](=[CH:32][C:33]([N+:37]([O-:39])=[O:38])=[CH:34][CH:35]=5)[N:30]=[CH:29][CH:28]=4)=[CH:18][CH:17]=3)=[O:14])=[CH:11][CH:10]=2)[CH:5]=[C:4]([CH3:25])[N:3]=1. (2) Given the reactants [C:1]([O:11][CH:12]([CH3:14])[CH3:13])(=[O:10])/[CH:2]=[CH:3]/[C:4]([O:6][CH:7]([CH3:9])[CH3:8])=[O:5].[C:15]([O:25][CH2:26][CH3:27])(=[O:24])[CH:16]=[CH:17][C:18]1[CH:23]=[CH:22][CH:21]=[CH:20][CH:19]=1.[C:28]([OH:32])(=[O:31])[CH:29]=[CH2:30].NC(OCC)=O.C([O-])(=O)C=C.C(OOOC(C)(C)C)(=O)C(C)(C)C, predict the reaction product. The product is: [C:4]([O:6][CH:7]([CH3:9])[CH3:8])(=[O:5])/[CH:3]=[CH:2]/[C:1]([O:11][CH:12]([CH3:14])[CH3:13])=[O:10].[C:15]([O:25][CH2:26][CH3:27])(=[O:24])[CH:16]=[CH:17][C:18]1[CH:19]=[CH:20][CH:21]=[CH:22][CH:23]=1.[C:28]([O-:32])(=[O:31])[CH:29]=[CH2:30]. (3) Given the reactants [C:1]1([C:7]2[C:15]3[C:10](=[N:11][CH:12]=[C:13]([C:16]#[C:17][Si](C)(C)C)[N:14]=3)[O:9][C:8]=2[C:22]2[CH:27]=[CH:26][C:25]([C:28]3([NH:32][C:33](=[O:39])[O:34][C:35]([CH3:38])([CH3:37])[CH3:36])[CH2:31][CH2:30][CH2:29]3)=[CH:24][CH:23]=2)[CH:6]=[CH:5][CH:4]=[CH:3][CH:2]=1.C(=O)([O-])[O-].[K+].[K+], predict the reaction product. The product is: [C:16]([C:13]1[N:14]=[C:15]2[C:7]([C:1]3[CH:2]=[CH:3][CH:4]=[CH:5][CH:6]=3)=[C:8]([C:22]3[CH:27]=[CH:26][C:25]([C:28]4([NH:32][C:33](=[O:39])[O:34][C:35]([CH3:37])([CH3:36])[CH3:38])[CH2:31][CH2:30][CH2:29]4)=[CH:24][CH:23]=3)[O:9][C:10]2=[N:11][CH:12]=1)#[CH:17].